This data is from Full USPTO retrosynthesis dataset with 1.9M reactions from patents (1976-2016). The task is: Predict the reactants needed to synthesize the given product. (1) Given the product [Br:36][CH2:10][C:8]1[CH:7]=[CH:6][C:3]([C:4]#[N:5])=[C:2]([F:1])[CH:9]=1, predict the reactants needed to synthesize it. The reactants are: [F:1][C:2]1[CH:9]=[C:8]([CH3:10])[CH:7]=[CH:6][C:3]=1[C:4]#[N:5].N(C1(C#N)CCCCC1)=NC1(C#N)CCCCC1.C1C(=O)N([Br:36])C(=O)C1.[O-]S([O-])(=S)=O.[Na+].[Na+]. (2) Given the product [CH2:22]([NH:29][C:30]([NH:9][CH2:8][C:7]#[N:6])=[O:31])[C:23]1[CH:28]=[CH:27][CH:26]=[CH:25][CH:24]=1, predict the reactants needed to synthesize it. The reactants are: S(O)(O)(=O)=O.[NH2:6][CH2:7][C:8]#[N:9].C(Cl)Cl.C(N(CC)C(C)C)(C)C.[CH2:22]([N:29]=[C:30]=[O:31])[C:23]1[CH:28]=[CH:27][CH:26]=[CH:25][CH:24]=1. (3) Given the product [C:15]([O:14][C:13]([NH:12][C@H:8]([C:4]1[CH:3]=[C:2]([B:24]([OH:25])[OH:23])[CH:7]=[CH:6][CH:5]=1)[CH2:9][CH:10]=[CH2:11])=[O:19])([CH3:18])([CH3:17])[CH3:16], predict the reactants needed to synthesize it. The reactants are: Br[C:2]1[CH:3]=[C:4]([C@@H:8]([NH:12][C:13](=[O:19])[O:14][C:15]([CH3:18])([CH3:17])[CH3:16])[CH2:9][CH:10]=[CH2:11])[CH:5]=[CH:6][CH:7]=1.CC1(C)C[O:25][B:24](B2OCC(C)(C)CO2)[O:23]C1.CC([O-])=O.[K+]. (4) Given the product [CH2:8]([O:10][C:11]([C:13]1([CH3:26])[CH2:22][CH2:21][C:20]2[C:15](=[C:16]([N:5]3[CH2:6][CH2:7][N:2]([CH3:1])[CH2:3][CH2:4]3)[CH:17]=[C:18]([O:23][CH3:24])[CH:19]=2)[O:14]1)=[O:12])[CH3:9], predict the reactants needed to synthesize it. The reactants are: [CH3:1][N:2]1[CH2:7][CH2:6][NH:5][CH2:4][CH2:3]1.[CH2:8]([O:10][C:11]([C:13]1([CH3:26])[CH2:22][CH2:21][C:20]2[C:15](=[C:16](Br)[CH:17]=[C:18]([O:23][CH3:24])[CH:19]=2)[O:14]1)=[O:12])[CH3:9].C1(P(C2C=CC=CC=2)C2C=CC3C(=CC=CC=3)C=2C2C3C(=CC=CC=3)C=CC=2P(C2C=CC=CC=2)C2C=CC=CC=2)C=CC=CC=1.C(=O)([O-])[O-].[Cs+].[Cs+].